This data is from Catalyst prediction with 721,799 reactions and 888 catalyst types from USPTO. The task is: Predict which catalyst facilitates the given reaction. Reactant: Cl[C:2]1[CH:10]=[CH:9][C:5]([C:6]([OH:8])=[O:7])=[CH:4][N:3]=1.O.[NH2:12][NH2:13].Cl. Product: [NH:12]([C:2]1[CH:10]=[CH:9][C:5]([C:6]([OH:8])=[O:7])=[CH:4][N:3]=1)[NH2:13]. The catalyst class is: 51.